This data is from Forward reaction prediction with 1.9M reactions from USPTO patents (1976-2016). The task is: Predict the product of the given reaction. (1) Given the reactants F[C:2]1[N:7]=[C:6]([N:8]2[C:16]3[CH:15]=[C:14]([C:17]4[S:21][CH:20]=[N:19][CH:18]=4)[N:13]=[CH:12][C:11]=3[CH:10]=[N:9]2)[CH:5]=[CH:4][CH:3]=1.[C:22]([N:29]1[CH2:34][CH2:33][NH:32][CH2:31][CH2:30]1)([O:24][C:25]([CH3:28])([CH3:27])[CH3:26])=[O:23], predict the reaction product. The product is: [S:21]1[C:17]([C:14]2[N:13]=[CH:12][C:11]3[CH:10]=[N:9][N:8]([C:6]4[N:7]=[C:2]([N:32]5[CH2:31][CH2:30][N:29]([C:22]([O:24][C:25]([CH3:28])([CH3:27])[CH3:26])=[O:23])[CH2:34][CH2:33]5)[CH:3]=[CH:4][CH:5]=4)[C:16]=3[CH:15]=2)=[CH:18][N:19]=[CH:20]1. (2) Given the reactants [CH2:1]([O:8][C:9]1[CH:14]=[CH:13][N:12]([CH2:15][C:16]([C:18]2[CH:23]=[CH:22][C:21](CO)=[CH:20][CH:19]=2)=[O:17])[C:11](=[O:26])[CH:10]=1)[C:2]1[CH:7]=[CH:6][CH:5]=[CH:4][CH:3]=1.C(OC1C=CNC(=O)C=1)C1C=CC=CC=1.ClCC(C1C=C2C(=CC=1)[CH2:51][N:50]([C:55](=[O:60])[C:56]([F:59])([F:58])[F:57])[CH2:49]2)=O, predict the reaction product. The product is: [CH2:1]([O:8][C:9]1[CH:14]=[CH:13][N:12]([CH2:15][C:16](=[O:17])[C:18]2[CH:19]=[C:20]3[C:21](=[CH:22][CH:23]=2)[CH2:51][N:50]([C:55](=[O:60])[C:56]([F:59])([F:58])[F:57])[CH2:49]3)[C:11](=[O:26])[CH:10]=1)[C:2]1[CH:3]=[CH:4][CH:5]=[CH:6][CH:7]=1. (3) Given the reactants Br[C:2]1[CH:3]=[CH:4][C:5]([O:8][CH3:9])=[N:6][CH:7]=1.C([Li])CCC.[C:15]([O:19][C:20]([N:22]1[CH2:27][CH2:26][CH:25]([C:28](=[O:33])N(OC)C)[CH2:24][CH2:23]1)=[O:21])([CH3:18])([CH3:17])[CH3:16], predict the reaction product. The product is: [C:15]([O:19][C:20]([N:22]1[CH2:27][CH2:26][CH:25]([C:28]([C:2]2[CH:7]=[N:6][C:5]([O:8][CH3:9])=[CH:4][CH:3]=2)=[O:33])[CH2:24][CH2:23]1)=[O:21])([CH3:18])([CH3:17])[CH3:16].